From a dataset of Catalyst prediction with 721,799 reactions and 888 catalyst types from USPTO. Predict which catalyst facilitates the given reaction. (1) Reactant: F[P-](F)(F)(F)(F)F.N1(O[P+](N(C)C)(N(C)C)N(C)C)C2C=CC=CC=2N=N1.[CH3:28][N:29]1[CH2:34][CH2:33][N:32]([C:35]2[C:36]([C:42]([O-])=O)=[N:37][CH:38]=[CH:39][C:40]=2[CH3:41])[CH2:31][CH2:30]1.[K+].CN1CC[O:50][CH2:49]C1.[F:53][C:54]([F:68])([F:67])[C:55]1[CH:56]=[C:57]([NH:65][NH2:66])[CH:58]=[C:59]([C:61]([F:64])([F:63])[F:62])[CH:60]=1. Product: [F:53][C:54]([F:67])([F:68])[C:55]1[CH:56]=[C:57]([NH:65][NH:66][C:49](=[O:50])[CH:35]([N:32]2[CH2:31][CH2:30][N:29]([CH3:28])[CH2:34][CH2:33]2)[C:36]2[CH:42]=[C:40]([CH3:41])[CH:39]=[CH:38][N:37]=2)[CH:58]=[C:59]([C:61]([F:64])([F:62])[F:63])[CH:60]=1. The catalyst class is: 31. (2) Reactant: [CH3:1][O:2][CH:3]([O:6][CH3:7])[CH:4]=O.[CH3:8][C@@H:9]([NH2:14])[CH2:10][CH2:11][CH2:12][CH3:13]. Product: [CH3:1][O:2][CH:3]([O:6][CH3:7])[CH2:4][NH:14][C@@H:9]([CH2:10][CH2:11][CH2:12][CH3:13])[CH3:8]. The catalyst class is: 19. (3) The catalyst class is: 7. Reactant: C1(S([N:10]2[C:14]3=[N:15][CH:16]=[C:17]([O:19][CH3:20])[CH:18]=[C:13]3[C:12]([CH2:21][C:22]3[CH:23]=[N:24][C:25]([NH:28][CH2:29][C:30]4[C:31]([O:37][CH3:38])=[N:32][CH:33]=[C:34]([F:36])[CH:35]=4)=[N:26][CH:27]=3)=[CH:11]2)(=O)=O)C=CC=CC=1.O.O.O.[F-].C([N+](CCCC)(CCCC)CCCC)CCC.O. Product: [F:36][C:34]1[CH:35]=[C:30]([CH2:29][NH:28][C:25]2[N:26]=[CH:27][C:22]([CH2:21][C:12]3[C:13]4[C:14](=[N:15][CH:16]=[C:17]([O:19][CH3:20])[CH:18]=4)[NH:10][CH:11]=3)=[CH:23][N:24]=2)[C:31]([O:37][CH3:38])=[N:32][CH:33]=1. (4) Reactant: [CH:1](=O)[C:2]1[CH:7]=[CH:6][CH:5]=[CH:4][CH:3]=1.[CH2:9]([NH2:13])[C:10](=[CH2:12])[CH3:11].[O-]S([O-])(=O)=O.[Mg+2].[BH4-].[Na+]. Product: [CH2:1]([NH:13][CH2:9][C:10]([CH3:12])=[CH2:11])[C:2]1[CH:7]=[CH:6][CH:5]=[CH:4][CH:3]=1. The catalyst class is: 1. (5) The catalyst class is: 33. Product: [N:4]1[CH:5]=[CH:6][CH:7]=[N:8][C:3]=1[C:1](=[S:11])[NH2:2]. Reactant: [C:1]([C:3]1[N:8]=[CH:7][CH:6]=[CH:5][N:4]=1)#[N:2].C(N)(=[S:11])C. (6) Reactant: [Cl:1][C:2]1[N:7]=[C:6](S(C)(=O)=O)[N:5]=[C:4]([N:12]2[CH2:17][CH2:16][O:15][CH2:14][CH2:13]2)[CH:3]=1.[NH2:18][C@@H:19]([CH3:22])[CH2:20][OH:21].CCN(C(C)C)C(C)C. Product: [Cl:1][C:2]1[CH:3]=[C:4]([N:12]2[CH2:17][CH2:16][O:15][CH2:14][CH2:13]2)[N:5]=[C:6]([NH:18][C@@H:19]([CH3:22])[CH2:20][OH:21])[N:7]=1. The catalyst class is: 3.